Task: Predict the product of the given reaction.. Dataset: Forward reaction prediction with 1.9M reactions from USPTO patents (1976-2016) (1) Given the reactants [CH2:1]([O:8][C:9]1[C:10](=[O:29])[CH:11]=[C:12]([CH2:17][NH:18][S:19]([C:22]2[CH:27]=[CH:26][C:25]([Cl:28])=[CH:24][CH:23]=2)(=[O:21])=[O:20])[O:13][C:14]=1[CH:15]=[O:16])[C:2]1[CH:7]=[CH:6][CH:5]=[CH:4][CH:3]=1.C1(S(C(N)C2OC(C(O)=O)=C(OCC3C=CC=CC=3)C(=O)C=2)(=O)=[O:37])C=CC=CC=1, predict the reaction product. The product is: [CH2:1]([O:8][C:9]1[C:10](=[O:29])[CH:11]=[C:12]([CH2:17][NH:18][S:19]([C:22]2[CH:23]=[CH:24][C:25]([Cl:28])=[CH:26][CH:27]=2)(=[O:21])=[O:20])[O:13][C:14]=1[C:15]([OH:37])=[O:16])[C:2]1[CH:7]=[CH:6][CH:5]=[CH:4][CH:3]=1. (2) Given the reactants BrCCBr.Cl[Si](C)(C)C.I[CH:11]1[CH2:16][CH2:15][N:14]([C:17]([O:19][C:20]([CH3:23])([CH3:22])[CH3:21])=[O:18])[CH2:13][CH2:12]1.[Cl:24][C:25]1[C:30](Cl)=[N:29][CH:28]=[CH:27][N:26]=1, predict the reaction product. The product is: [Cl:24][C:25]1[C:30]([CH:11]2[CH2:16][CH2:15][N:14]([C:17]([O:19][C:20]([CH3:23])([CH3:22])[CH3:21])=[O:18])[CH2:13][CH2:12]2)=[N:29][CH:28]=[CH:27][N:26]=1.